From a dataset of NCI-60 drug combinations with 297,098 pairs across 59 cell lines. Regression. Given two drug SMILES strings and cell line genomic features, predict the synergy score measuring deviation from expected non-interaction effect. (1) Drug 1: CC1=C(N=C(N=C1N)C(CC(=O)N)NCC(C(=O)N)N)C(=O)NC(C(C2=CN=CN2)OC3C(C(C(C(O3)CO)O)O)OC4C(C(C(C(O4)CO)O)OC(=O)N)O)C(=O)NC(C)C(C(C)C(=O)NC(C(C)O)C(=O)NCCC5=NC(=CS5)C6=NC(=CS6)C(=O)NCCC[S+](C)C)O. Drug 2: CC(C)(C#N)C1=CC(=CC(=C1)CN2C=NC=N2)C(C)(C)C#N. Cell line: U251. Synergy scores: CSS=31.5, Synergy_ZIP=1.15, Synergy_Bliss=1.57, Synergy_Loewe=-2.50, Synergy_HSA=2.47. (2) Drug 1: CC1C(C(CC(O1)OC2CC(CC3=C2C(=C4C(=C3O)C(=O)C5=C(C4=O)C(=CC=C5)OC)O)(C(=O)CO)O)N)O. Drug 2: C1=CC=C(C=C1)NC(=O)CCCCCCC(=O)NO. Cell line: T-47D. Synergy scores: CSS=83.8, Synergy_ZIP=12.3, Synergy_Bliss=12.2, Synergy_Loewe=10.1, Synergy_HSA=15.9. (3) Drug 1: CC1C(C(=O)NC(C(=O)N2CCCC2C(=O)N(CC(=O)N(C(C(=O)O1)C(C)C)C)C)C(C)C)NC(=O)C3=C4C(=C(C=C3)C)OC5=C(C(=O)C(=C(C5=N4)C(=O)NC6C(OC(=O)C(N(C(=O)CN(C(=O)C7CCCN7C(=O)C(NC6=O)C(C)C)C)C)C(C)C)C)N)C. Drug 2: C1=CC=C(C(=C1)C(C2=CC=C(C=C2)Cl)C(Cl)Cl)Cl. Cell line: M14. Synergy scores: CSS=10.3, Synergy_ZIP=2.60, Synergy_Bliss=6.67, Synergy_Loewe=-0.843, Synergy_HSA=3.22. (4) Drug 1: CC12CCC(CC1=CCC3C2CCC4(C3CC=C4C5=CN=CC=C5)C)O. Drug 2: CN(C)C1=NC(=NC(=N1)N(C)C)N(C)C. Cell line: NCI-H522. Synergy scores: CSS=1.73, Synergy_ZIP=0.529, Synergy_Bliss=0.930, Synergy_Loewe=-5.82, Synergy_HSA=-2.41. (5) Drug 1: C1=CC(=CC=C1CCC2=CNC3=C2C(=O)NC(=N3)N)C(=O)NC(CCC(=O)O)C(=O)O. Drug 2: CC1C(C(CC(O1)OC2CC(CC3=C2C(=C4C(=C3O)C(=O)C5=C(C4=O)C(=CC=C5)OC)O)(C(=O)CO)O)N)O.Cl. Cell line: SNB-75. Synergy scores: CSS=59.8, Synergy_ZIP=0.0914, Synergy_Bliss=-2.38, Synergy_Loewe=-3.04, Synergy_HSA=4.79. (6) Drug 1: CCN(CC)CCNC(=O)C1=C(NC(=C1C)C=C2C3=C(C=CC(=C3)F)NC2=O)C. Drug 2: CC1CC(C(C(C=C(C(C(C=CC=C(C(=O)NC2=CC(=O)C(=C(C1)C2=O)OC)C)OC)OC(=O)N)C)C)O)OC. Cell line: SK-OV-3. Synergy scores: CSS=72.2, Synergy_ZIP=4.78, Synergy_Bliss=3.98, Synergy_Loewe=2.79, Synergy_HSA=9.09. (7) Drug 1: CC1=C(C=C(C=C1)NC(=O)C2=CC=C(C=C2)CN3CCN(CC3)C)NC4=NC=CC(=N4)C5=CN=CC=C5. Drug 2: C1=CN(C=N1)CC(O)(P(=O)(O)O)P(=O)(O)O. Cell line: IGROV1. Synergy scores: CSS=-2.12, Synergy_ZIP=0.0108, Synergy_Bliss=-2.43, Synergy_Loewe=-4.37, Synergy_HSA=-3.34. (8) Drug 1: C1CCC(CC1)NC(=O)N(CCCl)N=O. Drug 2: C1=C(C(=O)NC(=O)N1)F. Cell line: HT29. Synergy scores: CSS=66.8, Synergy_ZIP=7.83, Synergy_Bliss=5.78, Synergy_Loewe=-0.0317, Synergy_HSA=8.67. (9) Synergy scores: CSS=2.63, Synergy_ZIP=-0.0583, Synergy_Bliss=1.76, Synergy_Loewe=-1.43, Synergy_HSA=-1.75. Cell line: EKVX. Drug 1: CNC(=O)C1=CC=CC=C1SC2=CC3=C(C=C2)C(=NN3)C=CC4=CC=CC=N4. Drug 2: C1C(C(OC1N2C=NC3=C(N=C(N=C32)Cl)N)CO)O. (10) Drug 1: CC(C1=C(C=CC(=C1Cl)F)Cl)OC2=C(N=CC(=C2)C3=CN(N=C3)C4CCNCC4)N. Drug 2: CCC1=C2CN3C(=CC4=C(C3=O)COC(=O)C4(CC)O)C2=NC5=C1C=C(C=C5)O. Cell line: RXF 393. Synergy scores: CSS=21.1, Synergy_ZIP=-0.753, Synergy_Bliss=-0.630, Synergy_Loewe=-21.0, Synergy_HSA=0.602.